Dataset: Catalyst prediction with 721,799 reactions and 888 catalyst types from USPTO. Task: Predict which catalyst facilitates the given reaction. Reactant: [CH3:1][O:2][C:3]1[CH:4]=[C:5]([CH:20]=[CH:21][CH:22]=1)[CH2:6][N:7]([CH3:19])[C:8]([C:10]1[C:11]2[CH:12]=[CH:13][NH:14][C:15]=2[CH:16]=[CH:17][CH:18]=1)=[O:9].[NH2:23][C:24]1[N:29]=[C:28](Cl)[CH:27]=[CH:26][N:25]=1.C([O-])([O-])=O.[Cs+].[Cs+]. Product: [NH2:23][C:24]1[N:29]=[C:28]([N:14]2[C:15]3[CH:16]=[CH:17][CH:18]=[C:10]([C:8]([N:7]([CH2:6][C:5]4[CH:20]=[CH:21][CH:22]=[C:3]([O:2][CH3:1])[CH:4]=4)[CH3:19])=[O:9])[C:11]=3[CH:12]=[CH:13]2)[CH:27]=[CH:26][N:25]=1. The catalyst class is: 3.